This data is from Experimentally validated miRNA-target interactions with 360,000+ pairs, plus equal number of negative samples. The task is: Binary Classification. Given a miRNA mature sequence and a target amino acid sequence, predict their likelihood of interaction. (1) The miRNA is hsa-miR-3136-5p with sequence CUGACUGAAUAGGUAGGGUCAUU. The protein sequence of the target gene is MPPASGPSVLARLLPLLGLLLGSASRAPGKSPPEPPSPQEILIKVQVYVSGELVPLARASVDVFGNRTLLAAGTTDSEGVATLPLSYRLGTWVLVTAARPGFLTNSVPWRVDKLPLYASVSLYLLPERPATLILYEDLVHILLGSPGARSQPLVQFQRRAARLPVSSTYSQLWASLTPASTQQEMRAFPAFLGTEASSSGNGSWLELMPLTAVSVHLLTGNGTEVPLSGPIHLSLPVPSETRALTVGTSIPAWRFDPKSGLWVRNGTGVIRKEGRQLYWTFVSPQLGYWVAAMASPTAGL.... Result: 0 (no interaction). (2) The miRNA is hsa-miR-6857-5p with sequence UUGGGGAUUGGGUCAGGCCAGU. The protein sequence of the target gene is MEKTLETVPLERKKREKEQFRKLFIGGLSFETTEESLRNYYEQWGKLTDCVVMRDPASKRSRGFGFVTFSSMAEVDAAMAARPHSIDGRVVEPKRAVAREESGKPGAHVTVKKLFVGGIKEDTEEHHLRDYFEEYGKIDTIEIITDRQSGKKRGFGFVTFDDHDPVDKIVLQKYHTINGHNAEVRKALSRQEMQEVQSSRSGRGGNFGFGDSRGGGGNFGPGPGSNFRGGSDGYGSGRGFGDGYNGYGGGPGGGNFGGSPGYGGGRGGYGGGGPGYGNQGGGYGGGYDNYGGGNYGSGSY.... Result: 0 (no interaction).